Task: Predict the reactants needed to synthesize the given product.. Dataset: Full USPTO retrosynthesis dataset with 1.9M reactions from patents (1976-2016) Given the product [NH2:16][C:13]1[CH:14]=[CH:15][C:10]([O:9][C:6]2[C:7]3[NH:8][C:25](=[O:31])[C:26](=[O:27])[NH:1][C:2]=3[N:3]=[CH:4][CH:5]=2)=[CH:11][C:12]=1[F:24], predict the reactants needed to synthesize it. The reactants are: [NH2:1][C:2]1[C:7]([NH2:8])=[C:6]([O:9][C:10]2[CH:15]=[CH:14][C:13]([NH:16]C(=O)OC(C)(C)C)=[C:12]([F:24])[CH:11]=2)[CH:5]=[CH:4][N:3]=1.[C:25](OCC)(=[O:31])[C:26](OCC)=[O:27].